From a dataset of NCI-60 drug combinations with 297,098 pairs across 59 cell lines. Regression. Given two drug SMILES strings and cell line genomic features, predict the synergy score measuring deviation from expected non-interaction effect. Drug 1: CC(CN1CC(=O)NC(=O)C1)N2CC(=O)NC(=O)C2. Drug 2: CC1CCC2CC(C(=CC=CC=CC(CC(C(=O)C(C(C(=CC(C(=O)CC(OC(=O)C3CCCCN3C(=O)C(=O)C1(O2)O)C(C)CC4CCC(C(C4)OC)OCCO)C)C)O)OC)C)C)C)OC. Cell line: K-562. Synergy scores: CSS=29.2, Synergy_ZIP=-4.44, Synergy_Bliss=-4.38, Synergy_Loewe=-1.19, Synergy_HSA=-0.147.